This data is from Catalyst prediction with 721,799 reactions and 888 catalyst types from USPTO. The task is: Predict which catalyst facilitates the given reaction. (1) Reactant: Br.[CH2:2]([S:4][C:5](=[NH:7])[NH2:6])[CH3:3].[CH:8]([N:11]=[C:12]=[O:13])([CH3:10])[CH3:9].C1CCN2C(=NCCC2)CC1.[C:25](N1C=CN=C1)(N1C=CN=C1)=[O:26].Cl. Product: [CH2:2]([S:4][C:5]1[NH:6][C:25](=[O:26])[N:11]([CH:8]([CH3:10])[CH3:9])[C:12](=[O:13])[N:7]=1)[CH3:3]. The catalyst class is: 3. (2) Reactant: C(O[C:4]1[CH2:9][CH2:8][CH2:7][C:6](=[O:10])[CH:5]=1)C.[C:11]1([Mg]Br)[CH:16]=[CH:15][CH:14]=[CH:13][CH:12]=1.Cl. Product: [C:11]1([C:4]2[CH2:9][CH2:8][CH2:7][C:6](=[O:10])[CH:5]=2)[CH:16]=[CH:15][CH:14]=[CH:13][CH:12]=1. The catalyst class is: 1. (3) Reactant: CN(C1C(C2C(P(C3CCCCC3)C3CCCCC3)=CC=CC=2)=CC=CC=1)C.CC(C)([O-])C.[Na+].Br[C:36]1[CH:41]=[CH:40][CH:39]=[C:38]([O:42][CH3:43])[N:37]=1.[NH2:44][C@H:45]1[C:54]2[C:49](=[CH:50][CH:51]=[CH:52][CH:53]=2)[N:48]([C:55](=[O:57])[CH3:56])[C@@H:47]([CH:58]2[CH2:60][CH2:59]2)[C@@H:46]1[CH3:61]. Product: [CH:58]1([C@H:47]2[C@H:46]([CH3:61])[C@@H:45]([NH:44][C:36]3[CH:41]=[CH:40][CH:39]=[C:38]([O:42][CH3:43])[N:37]=3)[C:54]3[C:49](=[CH:50][CH:51]=[CH:52][CH:53]=3)[N:48]2[C:55](=[O:57])[CH3:56])[CH2:59][CH2:60]1. The catalyst class is: 62.